This data is from Catalyst prediction with 721,799 reactions and 888 catalyst types from USPTO. The task is: Predict which catalyst facilitates the given reaction. (1) Reactant: [NH2:1][C:2]1[NH:3][C:4](=[O:27])[C:5]2[S:10][C:9](=[O:11])[N:8]([C@H:12]3[C:16](=[O:17])[CH2:15][C@@H:14]([CH2:18][O:19][Si:20]([C:23]([CH3:26])([CH3:25])[CH3:24])([CH3:22])[CH3:21])[O:13]3)[C:6]=2[N:7]=1.[H-].C(O[Al](OC(C)(C)C)OC(C)(C)C)(C)(C)C.[Li+]. Product: [NH2:1][C:2]1[NH:3][C:4](=[O:27])[C:5]2[S:10][C:9](=[O:11])[N:8]([C@H:12]3[C@@H:16]([OH:17])[CH2:15][C@@H:14]([CH2:18][O:19][Si:20]([C:23]([CH3:25])([CH3:24])[CH3:26])([CH3:22])[CH3:21])[O:13]3)[C:6]=2[N:7]=1. The catalyst class is: 1. (2) Reactant: [C:1]([O:5][C:6](=[O:9])[CH:7]=[CH2:8])([CH3:4])([CH3:3])[CH3:2].[F:10][C:11]([F:18])([F:17])[C:12](=[CH2:16])[C:13]([OH:15])=[O:14].[C:19]([O:24][CH2:25][C:26]([F:34])([F:33])[CH:27]([F:32])[C:28]([F:31])([F:30])[F:29])(=[O:23])[C:20]([CH3:22])=[CH2:21].CC(N=NC(C#N)(C)C)(C#N)C. Product: [C:1]([O:5][C:6](=[O:9])[CH:7]=[CH2:8])([CH3:4])([CH3:3])[CH3:2].[F:10][C:11]([F:18])([F:17])[C:12](=[CH2:16])[C:13]([OH:15])=[O:14].[C:19]([O:24][CH2:25][C:26]([F:33])([F:34])[CH:27]([F:32])[C:28]([F:30])([F:31])[F:29])(=[O:23])[C:20]([CH3:22])=[CH2:21]. The catalyst class is: 21. (3) Reactant: Cl[CH2:2][C:3]([N:5]1[CH2:10][CH2:9][N:8]([CH:11]2[CH2:14][CH2:13][CH2:12]2)[CH2:7][CH2:6]1)=[O:4].[NH:15]1[CH2:20][CH2:19][CH:18]([NH:21][C:22](=[O:28])[O:23][C:24]([CH3:27])([CH3:26])[CH3:25])[CH2:17][CH2:16]1.C(=O)([O-])[O-].[K+].[K+].C(=O)(O)[O-].[Na+]. Product: [CH:11]1([N:8]2[CH2:9][CH2:10][N:5]([C:3](=[O:4])[CH2:2][N:15]3[CH2:16][CH2:17][CH:18]([NH:21][C:22](=[O:28])[O:23][C:24]([CH3:26])([CH3:25])[CH3:27])[CH2:19][CH2:20]3)[CH2:6][CH2:7]2)[CH2:14][CH2:13][CH2:12]1. The catalyst class is: 291. (4) Reactant: [Cl:1][C:2]1[CH:24]=[CH:23][C:5]([CH2:6][NH:7][C:8]2[CH:17]=[C:16]3[C:11]([C:12]([CH3:22])([CH3:21])[CH2:13][N:14]([CH2:19][CH3:20])[C:15]3=[O:18])=[CH:10][CH:9]=2)=[CH:4][CH:3]=1.N1C=CC=CC=1.[CH3:31][N:32]1[CH:36]=[C:35]([S:37](Cl)(=[O:39])=[O:38])[N:34]=[CH:33]1. Product: [Cl:1][C:2]1[CH:3]=[CH:4][C:5]([CH2:6][N:7]([C:8]2[CH:17]=[C:16]3[C:11]([C:12]([CH3:21])([CH3:22])[CH2:13][N:14]([CH2:19][CH3:20])[C:15]3=[O:18])=[CH:10][CH:9]=2)[S:37]([C:35]2[N:34]=[CH:33][N:32]([CH3:31])[CH:36]=2)(=[O:39])=[O:38])=[CH:23][CH:24]=1. The catalyst class is: 10. (5) Reactant: N[C@H:2]1[CH2:11][CH2:10][C:9]2[C:8]([NH:12][S:13]([C:16]3[C:17]([C:22]4[CH:27]=[CH:26][C:25]([Cl:28])=[CH:24][CH:23]=4)=[CH:18][CH:19]=[CH:20][CH:21]=3)(=[O:15])=[O:14])=[CH:7][CH:6]=[C:5]([O:29][CH3:30])[C:4]=2[CH2:3]1.C=O.[C:33]([BH3-])#[N:34].[Na+].[C:37](=O)([O-])O.[Na+]. Product: [Cl:28][C:25]1[CH:24]=[CH:23][C:22]([C:17]2[C:16]([S:13]([NH:12][C:8]3[C:9]4[CH2:10][CH2:11][C@H:2]([N:34]([CH3:33])[CH3:37])[CH2:3][C:4]=4[C:5]([O:29][CH3:30])=[CH:6][CH:7]=3)(=[O:14])=[O:15])=[CH:21][CH:20]=[CH:19][CH:18]=2)=[CH:27][CH:26]=1. The catalyst class is: 130.